This data is from Blood-brain barrier permeability classification from the B3DB database. The task is: Regression/Classification. Given a drug SMILES string, predict its absorption, distribution, metabolism, or excretion properties. Task type varies by dataset: regression for continuous measurements (e.g., permeability, clearance, half-life) or binary classification for categorical outcomes (e.g., BBB penetration, CYP inhibition). Dataset: b3db_classification. (1) The compound is CCn1c2c(c3ccccc31)CCSC2(C)CCN(C)C. The result is 1 (penetrates BBB). (2) The molecule is CO/N=C(/C(=O)NC1C(=O)N2C(C(=O)O)=CCS[C@@H]12)c1csc(N)n1. The result is 0 (does not penetrate BBB). (3) The result is 1 (penetrates BBB). The molecule is CN(C)Cc1nnc2n1-c1ccc(Cl)cc1C(c1ccccc1)=NC2.